From a dataset of Forward reaction prediction with 1.9M reactions from USPTO patents (1976-2016). Predict the product of the given reaction. (1) Given the reactants [O:1]([C:8]1[CH:13]=[CH:12][CH:11]=[CH:10][C:9]=1[NH:14][S:15]([C:18]1[CH:30]=[CH:29][C:21]([C:22]([NH:24][CH2:25][C:26](O)=[O:27])=[O:23])=[CH:20][CH:19]=1)(=[O:17])=[O:16])[C:2]1[CH:7]=[CH:6][CH:5]=[CH:4][CH:3]=1.[CH:31]1([NH2:37])[CH2:36][CH2:35][CH2:34][CH2:33][CH2:32]1, predict the reaction product. The product is: [CH:31]1([NH:37][C:26]([CH2:25][NH:24][C:22](=[O:23])[C:21]2[CH:29]=[CH:30][C:18]([S:15](=[O:17])(=[O:16])[NH:14][C:9]3[CH:10]=[CH:11][CH:12]=[CH:13][C:8]=3[O:1][C:2]3[CH:3]=[CH:4][CH:5]=[CH:6][CH:7]=3)=[CH:19][CH:20]=2)=[O:27])[CH2:36][CH2:35][CH2:34][CH2:33][CH2:32]1. (2) Given the reactants [NH2:1][C:2]([CH3:7])([CH3:6])[C:3]([OH:5])=[O:4].[CH3:8][CH:9]1[CH2:13][CH2:12][CH:11](O)[CH2:10]1.C1(C)C=CC(S(O)(=O)=O)=CC=1, predict the reaction product. The product is: [CH3:6][C:2]([C:3]([O:5][CH:11]1[CH2:12][CH2:13][CH:9]([CH3:8])[CH2:10]1)=[O:4])([CH3:7])[NH2:1]. (3) Given the reactants [CH:1]1([NH:4][C:5]2[N:10]=[C:9]([NH:11][CH2:12][CH2:13][CH3:14])[N:8]=[C:7]([NH:15][CH2:16][C:17]#[CH:18])[N:6]=2)[CH2:3][CH2:2]1.[OH:19][S:20]([OH:23])(=[O:22])=[O:21].S(O)(O)(=O)=O.CN(C)C1N=C(NCCC)N=C(NCC#C)N=1.CN(C)C1N=C(NCCC)N=C(NCC#C)N=1, predict the reaction product. The product is: [S:20]([OH:23])([OH:22])(=[O:21])=[O:19].[CH:1]1([NH:4][C:5]2[N:10]=[C:9]([NH:11][CH2:12][CH2:13][CH3:14])[N:8]=[C:7]([NH:15][CH2:16][C:17]#[CH:18])[N:6]=2)[CH2:3][CH2:2]1.[CH:1]1([NH:4][C:5]2[N:10]=[C:9]([NH:11][CH2:12][CH2:13][CH3:14])[N:8]=[C:7]([NH:15][CH2:16][C:17]#[CH:18])[N:6]=2)[CH2:3][CH2:2]1. (4) Given the reactants [CH:1]1([CH2:4][O:5][C:6]2[CH:14]=[CH:13][C:9]3[O:10][CH2:11][O:12][C:8]=3[C:7]=2[C:15]2[C:16]3[NH:23][C:22]([CH3:24])=[C:21]([C:25](O)=[O:26])[C:17]=3[N:18]=[CH:19][N:20]=2)[CH2:3][CH2:2]1.CCN(C(C)C)C(C)C.[NH2:37][C@H:38]([CH2:68][C:69]1[CH:74]=[CH:73][C:72]([O:75][CH2:76][CH3:77])=[CH:71][CH:70]=1)[C:39]([N:41]1[CH2:46][CH2:45][CH:44]([N:47]2[N:56]=[C:55]([C:57]3[CH:62]=[CH:61][C:60]([O:63][CH3:64])=[C:59]([O:65][CH3:66])[CH:58]=3)[C@@H:54]3[C@@H:49]([CH2:50][CH2:51][CH2:52][CH2:53]3)[C:48]2=[O:67])[CH2:43][CH2:42]1)=[O:40].CCOC(C(C#N)=NOC(N1CCOCC1)=[N+](C)C)=O.F[P-](F)(F)(F)(F)F.C(=O)(O)[O-].[Na+], predict the reaction product. The product is: [CH:1]1([CH2:4][O:5][C:6]2[CH:14]=[CH:13][C:9]3[O:10][CH2:11][O:12][C:8]=3[C:7]=2[C:15]2[C:16]3[NH:23][C:22]([CH3:24])=[C:21]([C:25]([NH:37][C@H:38]([CH2:68][C:69]4[CH:70]=[CH:71][C:72]([O:75][CH2:76][CH3:77])=[CH:73][CH:74]=4)[C:39]([N:41]4[CH2:42][CH2:43][CH:44]([N:47]5[N:56]=[C:55]([C:57]6[CH:62]=[CH:61][C:60]([O:63][CH3:64])=[C:59]([O:65][CH3:66])[CH:58]=6)[C@@H:54]6[C@@H:49]([CH2:50][CH2:51][CH2:52][CH2:53]6)[C:48]5=[O:67])[CH2:45][CH2:46]4)=[O:40])=[O:26])[C:17]=3[N:18]=[CH:19][N:20]=2)[CH2:3][CH2:2]1.